This data is from NCI-60 drug combinations with 297,098 pairs across 59 cell lines. The task is: Regression. Given two drug SMILES strings and cell line genomic features, predict the synergy score measuring deviation from expected non-interaction effect. (1) Drug 1: C1CC(=O)NC(=O)C1N2CC3=C(C2=O)C=CC=C3N. Drug 2: C1=NC2=C(N1)C(=S)N=CN2. Cell line: SF-539. Synergy scores: CSS=3.38, Synergy_ZIP=-13.4, Synergy_Bliss=-23.9, Synergy_Loewe=-41.5, Synergy_HSA=-22.5. (2) Drug 1: CC1=CC=C(C=C1)C2=CC(=NN2C3=CC=C(C=C3)S(=O)(=O)N)C(F)(F)F. Drug 2: CCC1(C2=C(COC1=O)C(=O)N3CC4=CC5=C(C=CC(=C5CN(C)C)O)N=C4C3=C2)O.Cl. Cell line: SN12C. Synergy scores: CSS=7.03, Synergy_ZIP=0.890, Synergy_Bliss=0.219, Synergy_Loewe=-44.1, Synergy_HSA=-0.365. (3) Drug 1: C1C(C(OC1N2C=NC3=C(N=C(N=C32)Cl)N)CO)O. Drug 2: C1CCC(C(C1)N)N.C(=O)(C(=O)[O-])[O-].[Pt+4]. Cell line: K-562. Synergy scores: CSS=59.3, Synergy_ZIP=-0.593, Synergy_Bliss=-1.96, Synergy_Loewe=0.0249, Synergy_HSA=4.36.